This data is from Forward reaction prediction with 1.9M reactions from USPTO patents (1976-2016). The task is: Predict the product of the given reaction. (1) Given the reactants [C:1]([O:5][C:6]([N:8]1[CH2:13][CH2:12][CH:11]([O:14][C:15]2[CH:20]=[CH:19][C:18]([Br:21])=[CH:17][C:16]=2/[CH:22]=[C:23]2\[C:24](=[O:33])[NH:25][C:26]3[C:31]\2=[CH:30][CH:29]=[C:28]([Cl:32])[CH:27]=3)[CH2:10][CH2:9]1)=[O:7])([CH3:4])([CH3:3])[CH3:2].[C:34]([O:38][C:39](O[C:39]([O:38][C:34]([CH3:37])([CH3:36])[CH3:35])=[O:40])=[O:40])([CH3:37])([CH3:36])[CH3:35].C(N(CC)CC)C, predict the reaction product. The product is: [C:34]([O:38][C:39]([N:25]1[C:26]2[C:31](=[CH:30][CH:29]=[C:28]([Cl:32])[CH:27]=2)/[C:23](=[CH:22]/[C:16]2[CH:17]=[C:18]([Br:21])[CH:19]=[CH:20][C:15]=2[O:14][CH:11]2[CH2:12][CH2:13][N:8]([C:6]([O:5][C:1]([CH3:4])([CH3:2])[CH3:3])=[O:7])[CH2:9][CH2:10]2)/[C:24]1=[O:33])=[O:40])([CH3:37])([CH3:36])[CH3:35]. (2) Given the reactants Cl.[CH3:2][O:3][C:4](=[O:11])[C@H:5]([CH2:7][CH:8]([CH3:10])[CH3:9])[NH2:6].C(N(CC)C(C)C)(C)C.C([O:23][C:24](=O)/[CH:25]=[C:26](/[O:29][C:30]1[CH:35]=[C:34]([CH3:36])[CH:33]=[CH:32][C:31]=1[F:37])\[CH2:27]Br)C, predict the reaction product. The product is: [CH3:2][O:3][C:4](=[O:11])[C@@H:5]([N:6]1[CH2:27][C:26]([O:29][C:30]2[CH:35]=[C:34]([CH3:36])[CH:33]=[CH:32][C:31]=2[F:37])=[CH:25][C:24]1=[O:23])[CH2:7][CH:8]([CH3:10])[CH3:9].